From a dataset of Forward reaction prediction with 1.9M reactions from USPTO patents (1976-2016). Predict the product of the given reaction. Given the reactants COC1C=C(OC)C=CC=1C[NH:6][C:7]1[S:11][N:10]=[CH:9][N:8]=1.C[Si]([N-][Si](C)(C)C)(C)C.[Li+].[Cl:28][C:29]1[CH:34]=[CH:33][C:32]([C:35]2[C:44]3[C:39](=[CH:40][C:41]([S:45]([O:48]C4C(F)=C(F)C(F)=C(F)C=4F)(=O)=[O:46])=[CH:42][CH:43]=3)[CH:38]=[CH:37][N:36]=2)=[C:31]([O:60][CH3:61])[CH:30]=1, predict the reaction product. The product is: [Cl:28][C:29]1[CH:34]=[CH:33][C:32]([C:35]2[C:44]3[C:39](=[CH:40][C:41]([S:45]([NH:6][C:7]4[S:11][N:10]=[CH:9][N:8]=4)(=[O:48])=[O:46])=[CH:42][CH:43]=3)[CH:38]=[CH:37][N:36]=2)=[C:31]([O:60][CH3:61])[CH:30]=1.